Dataset: Reaction yield outcomes from USPTO patents with 853,638 reactions. Task: Predict the reaction yield, written as a fraction of the theoretical maximum amount of product (1.0 means a 100% yield; for example, 0.34 means a 34% yield). The reactants are C([O:3][C:4](=[O:34])[CH2:5][N:6]1[CH2:11][C:10]2[CH:12]=[C:13](/[CH:16]=[CH:17]/[C:18](=[O:32])[N:19]([CH3:31])[CH2:20][C:21]3[N:22]([CH3:30])[C:23]4[C:28]([CH:29]=3)=[CH:27][CH:26]=[CH:25][CH:24]=4)[CH:14]=[N:15][C:9]=2[NH:8][C:7]1=[O:33])C.[OH-].[Na+:36]. The catalyst is CO. The product is [CH3:31][N:19]([CH2:20][C:21]1[N:22]([CH3:30])[C:23]2[C:28]([CH:29]=1)=[CH:27][CH:26]=[CH:25][CH:24]=2)[C:18](/[CH:17]=[CH:16]/[C:13]1[CH:14]=[N:15][C:9]2[NH:8][C:7](=[O:33])[N:6]([CH2:5][C:4]([O-:34])=[O:3])[CH2:11][C:10]=2[CH:12]=1)=[O:32].[Na+:36]. The yield is 0.770.